Predict which catalyst facilitates the given reaction. From a dataset of Catalyst prediction with 721,799 reactions and 888 catalyst types from USPTO. (1) Reactant: C(OC([N:8]1[CH2:17][CH2:16][C:15]2[N:14]([CH2:18][C:19]3[CH:24]=[CH:23][C:22]([Cl:25])=[CH:21][CH:20]=3)[N:13]=[C:12]([C:26]3[CH:31]=[CH:30][CH:29]=[CH:28][CH:27]=3)[C:11]=2[CH2:10][CH2:9]1)=O)(C)(C)C.C(OC(N1CCC2N(CC3C=CC(Cl)=CC=3)N=C(S(C(F)(F)F)(=O)=O)C=2CC1)=O)(C)(C)C.C([O-])([O-])=O.[K+].[K+].C1(B(O)O)C=CC=CC=1. The catalyst class is: 20. Product: [Cl:25][C:22]1[CH:21]=[CH:20][C:19]([CH2:18][N:14]2[C:15]3[CH2:16][CH2:17][NH:8][CH2:9][CH2:10][C:11]=3[C:12]([C:26]3[CH:27]=[CH:28][CH:29]=[CH:30][CH:31]=3)=[N:13]2)=[CH:24][CH:23]=1. (2) Reactant: [OH:1][C@H:2]1[CH2:6][N:5]([C:7]([O:9][C:10]([CH3:13])([CH3:12])[CH3:11])=[O:8])[C@H:4]([C:14]([O:16][CH3:17])=[O:15])[CH2:3]1.[C:18]([N:25]1[CH:29]=[CH:28]N=[CH:26]1)(N1C=CN=C1)=[O:19].[CH:30]([C:32]1C=[CH:39][CH:38]=[C:37]2[C:33]=1CNC2)=[CH2:31].OS([O-])(=O)=O.[K+]. Product: [CH:38]([C:37]1[CH:33]=[CH:32][CH:30]=[C:31]2[C:28]=1[CH2:29][N:25]([C:18]([O:1][C@H:2]1[CH2:6][N:5]([C:7]([O:9][C:10]([CH3:11])([CH3:12])[CH3:13])=[O:8])[C@H:4]([C:14]([O:16][CH3:17])=[O:15])[CH2:3]1)=[O:19])[CH2:26]2)=[CH2:39]. The catalyst class is: 18. (3) Reactant: C(O)C.[C:4]([O:8][C:9](=[O:39])[CH2:10][C@@:11]1([C:27]([O:29]CC2C=CC(OC)=CC=2)=[O:28])[C@H:15]([CH3:16])[CH2:14][N:13](C(OCC2C=CC=CC=2)=O)[CH2:12]1)([CH3:7])([CH3:6])[CH3:5]. Product: [C:4]([O:8][C:9](=[O:39])[CH2:10][C@@:11]1([C:27]([OH:29])=[O:28])[C@H:15]([CH3:16])[CH2:14][NH:13][CH2:12]1)([CH3:5])([CH3:6])[CH3:7]. The catalyst class is: 386.